From a dataset of Reaction yield outcomes from USPTO patents with 853,638 reactions. Predict the reaction yield, written as a fraction of the theoretical maximum amount of product (1.0 means a 100% yield; for example, 0.34 means a 34% yield). (1) The reactants are [CH3:1][O:2][C:3](=[O:24])[C:4]1[C:9]([F:10])=[C:8](B2OC(C)(C)C(C)(C)O2)[CH:7]=[C:6]([N+:20]([O-:22])=[O:21])[C:5]=1[NH2:23].[CH3:25][N:26]1[CH:31]=[CH:30][C:29](OS(C(F)(F)F)(=O)=O)=[CH:28][C:27]1=[O:40].[Cl-].[Li+].C(=O)([O-])[O-].[Na+].[Na+]. The catalyst is COCCOC. The product is [CH3:1][O:2][C:3](=[O:24])[C:4]1[C:9]([F:10])=[C:8]([C:29]2[CH:30]=[CH:31][N:26]([CH3:25])[C:27](=[O:40])[CH:28]=2)[CH:7]=[C:6]([N+:20]([O-:22])=[O:21])[C:5]=1[NH2:23]. The yield is 0.250. (2) The reactants are Br[CH2:2][C:3]1[CH:8]=[CH:7][C:6]([C-:9]2[CH:13]=[CH:12][CH:11]=[CH:10]2)=[CH:5][CH:4]=1.[CH-:14]1[CH:18]=[CH:17][CH:16]=[CH:15]1.[Fe+2:19].[C:20]([O-:23])(=[S:22])[CH3:21].[K+]. The catalyst is CN(C=O)C. The product is [C:20]([S:22][CH2:2][C:3]1[CH:8]=[CH:7][C:6]([C-:9]2[CH:13]=[CH:12][CH:11]=[CH:10]2)=[CH:5][CH:4]=1)(=[O:23])[CH3:21].[CH-:14]1[CH:18]=[CH:17][CH:16]=[CH:15]1.[Fe+2:19]. The yield is 0.900. (3) The reactants are [CH:1]1([CH2:4][N:5]2[C:9]([N:10]3[CH2:16][CH2:15][CH2:14][C@@H:13]([NH:17][C:18](=[O:23])[C:19]([F:22])([F:21])[F:20])[CH2:12][CH2:11]3)=[C:8]([N+:24]([O-])=O)[CH:7]=[N:6]2)[CH2:3][CH2:2]1.[C:27]([O:31][C:32]([NH:34][C:35]1[S:39][C:38]([C:40]2[C:45]([F:46])=[CH:44][CH:43]=[CH:42][C:41]=2[F:47])=[N:37][C:36]=1[C:48](O)=[O:49])=[O:33])([CH3:30])([CH3:29])[CH3:28]. No catalyst specified. The product is [F:47][C:41]1[CH:42]=[CH:43][CH:44]=[C:45]([F:46])[C:40]=1[C:38]1[S:39][C:35]([NH:34][C:32](=[O:33])[O:31][C:27]([CH3:29])([CH3:28])[CH3:30])=[C:36]([C:48](=[O:49])[NH:24][C:8]2[CH:7]=[N:6][N:5]([CH2:4][CH:1]3[CH2:3][CH2:2]3)[C:9]=2[N:10]2[CH2:16][CH2:15][CH2:14][C@@H:13]([NH:17][C:18](=[O:23])[C:19]([F:22])([F:21])[F:20])[CH2:12][CH2:11]2)[N:37]=1. The yield is 0.770. (4) The reactants are [Cl:1][C:2]1[CH:3]=[CH:4][CH:5]=[C:6]([OH:18])[C:7]=1[C:8]1[CH:13]=[CH:12][CH:11]=[CH:10][C:9]=1[C:14]([F:17])([F:16])[F:15].[CH3:19][O-:20].[Mg+2].C[O-].C=O.S(=O)(=O)(O)O. The catalyst is CO. The product is [Cl:1][C:2]1[C:7]([C:8]2[CH:13]=[CH:12][CH:11]=[CH:10][C:9]=2[C:14]([F:16])([F:17])[F:15])=[C:6]([OH:18])[C:5]([CH:19]=[O:20])=[CH:4][CH:3]=1. The yield is 0.470. (5) The product is [Br:12][C:13]1[CH:14]=[C:15]([CH:19]([C:8]2[N:7]([CH3:6])[CH:11]=[CH:10][N:9]=2)[OH:20])[CH:16]=[N:17][CH:18]=1. The reactants are [Li]CCCC.[CH3:6][N:7]1[CH:11]=[CH:10][N:9]=[CH:8]1.[Br:12][C:13]1[CH:14]=[C:15]([CH:19]=[O:20])[CH:16]=[N:17][CH:18]=1.O. The catalyst is C1COCC1. The yield is 0.784. (6) The reactants are [F:8][C:7]([F:10])([F:9])[C:6](O[C:6](=[O:11])[C:7]([F:10])([F:9])[F:8])=[O:11].[F:14][C:15]1[CH:45]=[CH:44][C:18]([CH2:19][C:20]2([CH2:33][NH:34][C@@H:35]3[CH2:37][C@H:36]3[C:38]3[CH:43]=[CH:42][CH:41]=[CH:40][CH:39]=3)[CH2:25][CH2:24][N:23]([C:26]([O:28][C:29]([CH3:32])([CH3:31])[CH3:30])=[O:27])[CH2:22][CH2:21]2)=[CH:17][CH:16]=1.C(N(CC)C(C)C)(C)C. The catalyst is C(Cl)Cl.CCOCC. The product is [F:14][C:15]1[CH:45]=[CH:44][C:18]([CH2:19][C:20]2([CH2:33][N:34]([C@@H:35]3[CH2:37][C@H:36]3[C:38]3[CH:39]=[CH:40][CH:41]=[CH:42][CH:43]=3)[C:6](=[O:11])[C:7]([F:8])([F:9])[F:10])[CH2:21][CH2:22][N:23]([C:26]([O:28][C:29]([CH3:32])([CH3:30])[CH3:31])=[O:27])[CH2:24][CH2:25]2)=[CH:17][CH:16]=1. The yield is 0.880. (7) The reactants are C([O:3][P:4]([CH2:9][NH:10][C:11]1[CH:16]=[CH:15][C:14]([C:17]2[CH:22]=[CH:21][CH:20]=[C:19]([S:23]([C:26]3[CH:30]=[C:29]([C:31]([NH:33]C(OC(C)(C)C)=O)=[NH:32])[S:28][C:27]=3[S:41][CH3:42])(=[O:25])=[O:24])[CH:18]=2)=[C:13]([CH3:43])[CH:12]=1)(=[O:8])[O:5]CC)C.I[Si](C)(C)C.Cl.C(O)(C(F)(F)F)=O.C(Cl)Cl. The catalyst is C(Cl)Cl.CO.O. The product is [C:31]([C:29]1[S:28][C:27]([S:41][CH3:42])=[C:26]([S:23]([C:19]2[CH:18]=[C:17]([C:14]3[CH:15]=[CH:16][C:11]([NH:10][CH2:9][P:4](=[O:3])([OH:8])[OH:5])=[CH:12][C:13]=3[CH3:43])[CH:22]=[CH:21][CH:20]=2)(=[O:25])=[O:24])[CH:30]=1)(=[NH:32])[NH2:33]. The yield is 0.380. (8) The reactants are [C:1](Cl)(Cl)=[O:2].C(N(CC)CC)C.[Cl:12][C:13]1[CH:18]=[CH:17][C:16]([CH:19]2[CH:23]([C:24]3[CH:29]=[CH:28][C:27]([Cl:30])=[CH:26][CH:25]=3)[NH:22][C:21]([C:31]3[CH:36]=[CH:35][C:34]([O:37][CH2:38][CH3:39])=[CH:33][C:32]=3[O:40][CH:41]([CH3:43])[CH3:42])=[N:20]2)=[CH:15][CH:14]=1.[NH:44]1[CH2:49][CH2:48][NH:47][CH2:46][CH2:45]1.C(=O)(O)[O-].[Na+]. The catalyst is C(Cl)Cl. The product is [Cl:12][C:13]1[CH:14]=[CH:15][C:16]([CH:19]2[CH:23]([C:24]3[CH:25]=[CH:26][C:27]([Cl:30])=[CH:28][CH:29]=3)[N:22]([C:1]([N:44]3[CH2:49][CH2:48][NH:47][CH2:46][CH2:45]3)=[O:2])[C:21]([C:31]3[CH:36]=[CH:35][C:34]([O:37][CH2:38][CH3:39])=[CH:33][C:32]=3[O:40][CH:41]([CH3:42])[CH3:43])=[N:20]2)=[CH:17][CH:18]=1. The yield is 0.0800. (9) The reactants are Br.COC(=O)[NH:5][CH2:6][C@H:7]([CH2:12][C:13](=[O:23])N[C@H](C1C=CC=CC=1)C)[CH2:8][CH:9]([CH3:11])[CH3:10].[OH-:25].[Na+]. The catalyst is O. The product is [CH3:11][CH:9]([CH2:8][C@H:7]([CH2:6][NH2:5])[CH2:12][C:13]([OH:23])=[O:25])[CH3:10]. The yield is 0.510. (10) The reactants are [NH2:1][C:2]1[CH:10]=[C:9]([O:11][CH3:12])[CH:8]=[C:7]([O:13][CH3:14])[C:3]=1[C:4]([NH2:6])=[O:5].[CH3:15][C:16]1[CH:17]=[C:18]([CH:21]=[C:22]([CH3:25])[C:23]=1[OH:24])[CH:19]=O.C([O-])([O-])=O.[K+].[K+].II. The catalyst is CN(C=O)C. The product is [OH:24][C:23]1[C:22]([CH3:25])=[CH:21][C:18]([C:19]2[NH:6][C:4](=[O:5])[C:3]3[C:2](=[CH:10][C:9]([O:11][CH3:12])=[CH:8][C:7]=3[O:13][CH3:14])[N:1]=2)=[CH:17][C:16]=1[CH3:15]. The yield is 0.510.